Dataset: Forward reaction prediction with 1.9M reactions from USPTO patents (1976-2016). Task: Predict the product of the given reaction. (1) Given the reactants [C:1]([C:7]([O:9][CH3:10])=[O:8])#[C:2][C:3]([O:5][CH3:6])=[O:4].[I-].[NH2:12][N+:13]1[CH:18]=[CH:17][CH:16]=[C:15]([Br:19])[CH:14]=1.C(=O)([O-])[O-].[K+].[K+], predict the reaction product. The product is: [CH3:6][O:5][C:3]([C:2]1[C:1]([C:7]([O:9][CH3:10])=[O:8])=[C:18]2[CH:17]=[CH:16][C:15]([Br:19])=[CH:14][N:13]2[N:12]=1)=[O:4]. (2) Given the reactants O=C1[NH:11][CH2:10][C:9]2[C:4](=[CH:5][C:6]([C:12]3[CH2:17][CH2:16][N:15]([C:18]([O:20][C:21]([CH3:24])([CH3:23])[CH3:22])=[O:19])[CH2:14][CH:13]=3)=[CH:7][CH:8]=2)[NH:3]1.NC1C=C(Br)C=CC=1C#N.B([O-])[O-], predict the reaction product. The product is: [NH2:3][C:4]1[CH:5]=[C:6]([C:12]2[CH2:17][CH2:16][N:15]([C:18]([O:20][C:21]([CH3:24])([CH3:23])[CH3:22])=[O:19])[CH2:14][CH:13]=2)[CH:7]=[CH:8][C:9]=1[C:10]#[N:11]. (3) Given the reactants Br[C:2]1[CH:7]=[C:6]([F:8])[C:5]([C:9]([N:11]2[CH2:16][CH2:15][N:14]([C:17]3[CH:22]=[CH:21][C:20]([CH3:23])=[CH:19][N:18]=3)[CH2:13][CH2:12]2)=[O:10])=[C:4]([F:24])[CH:3]=1.[O:25]1[CH2:29][CH:28]=[N:27][C:26]1=[O:30], predict the reaction product. The product is: [F:24][C:4]1[CH:3]=[C:2]([N:27]2[CH2:28][CH2:29][O:25][C:26]2=[O:30])[CH:7]=[C:6]([F:8])[C:5]=1[C:9]([N:11]1[CH2:16][CH2:15][N:14]([C:17]2[CH:22]=[CH:21][C:20]([CH3:23])=[CH:19][N:18]=2)[CH2:13][CH2:12]1)=[O:10]. (4) Given the reactants [N:1]1([NH:7][C:8]([C:10]2[C:14]([CH3:15])=[C:13]([C:16]3[CH:21]=[CH:20][C:19]([OH:22])=[CH:18][CH:17]=3)[N:12]([C:23]3[CH:28]=[CH:27][C:26]([Cl:29])=[CH:25][C:24]=3[Cl:30])[N:11]=2)=[O:9])[CH2:6][CH2:5][CH2:4][CH2:3][CH2:2]1.C(N(CC)CC)C.[CH2:38]([S:41](Cl)(=[O:43])=[O:42])[CH2:39][CH3:40], predict the reaction product. The product is: [Cl:30][C:24]1[CH:25]=[C:26]([Cl:29])[CH:27]=[CH:28][C:23]=1[N:12]1[C:13]([C:16]2[CH:17]=[CH:18][C:19]([O:22][S:41]([CH2:38][CH2:39][CH3:40])(=[O:43])=[O:42])=[CH:20][CH:21]=2)=[C:14]([CH3:15])[C:10]([C:8](=[O:9])[NH:7][N:1]2[CH2:6][CH2:5][CH2:4][CH2:3][CH2:2]2)=[N:11]1. (5) Given the reactants [I:1][C:2]1[CH:3]=[C:4]([CH:9]=[CH:10][CH:11]=1)[C:5]([NH:7][NH2:8])=[O:6].[C:12](N1C=CN=C1)(N1C=CN=C1)=[O:13].Cl.O, predict the reaction product. The product is: [I:1][C:2]1[CH:3]=[C:4]([C:5]2[O:6][C:12](=[O:13])[NH:8][N:7]=2)[CH:9]=[CH:10][CH:11]=1. (6) Given the reactants [N+:1]([C:4]1[CH:5]=[C:6]2[C:11](=[CH:12][CH:13]=1)[NH:10][CH2:9][CH2:8][CH2:7]2)([O-:3])=[O:2].[H-].[Na+].I[CH3:17].[Cl-].[NH4+], predict the reaction product. The product is: [CH3:17][N:10]1[C:11]2[C:6](=[CH:5][C:4]([N+:1]([O-:3])=[O:2])=[CH:13][CH:12]=2)[CH2:7][CH2:8][CH2:9]1. (7) Given the reactants Br[C:2]1[C:11]([CH2:12][O:13][C:14]2[CH:19]=[C:18]([F:20])[CH:17]=[CH:16][C:15]=2[CH3:21])=[C:10]2[C:5]([NH:6][C:7]([CH3:25])([CH3:24])[C:8](=[O:23])[N:9]2[CH3:22])=[CH:4][CH:3]=1.[B:26]1([B:26]2[O:30][C:29]([CH3:32])([CH3:31])[C:28]([CH3:34])([CH3:33])[O:27]2)[O:30][C:29]([CH3:32])([CH3:31])[C:28]([CH3:34])([CH3:33])[O:27]1.C([O-])(=O)C.[K+].C(OCC)(=O)C, predict the reaction product. The product is: [F:20][C:18]1[CH:17]=[CH:16][C:15]([CH3:21])=[C:14]([CH:19]=1)[O:13][CH2:12][C:11]1[C:2]([B:26]2[O:30][C:29]([CH3:32])([CH3:31])[C:28]([CH3:34])([CH3:33])[O:27]2)=[CH:3][CH:4]=[C:5]2[C:10]=1[N:9]([CH3:22])[C:8](=[O:23])[C:7]([CH3:25])([CH3:24])[NH:6]2.